Dataset: Full USPTO retrosynthesis dataset with 1.9M reactions from patents (1976-2016). Task: Predict the reactants needed to synthesize the given product. (1) Given the product [CH2:2]([C:3]1([CH3:4])[NH:6][C:4](=[O:5])[C:3]2[CH:7]=[CH:8][CH:9]=[CH:10][C:2]=2[O:1]1)[CH3:10], predict the reactants needed to synthesize it. The reactants are: [OH:1][C:2]1[CH:10]=[CH:9][CH:8]=[CH:7][C:3]=1[C:4]([NH2:6])=[O:5]. (2) Given the product [CH3:1][C:2]([CH3:16])([CH3:15])[CH2:3][C:4]1[CH:5]=[N:6][N:7]2[C:12](=[O:13])[N:11]=[C:10]([S:14][CH3:19])[NH:9][C:8]=12, predict the reactants needed to synthesize it. The reactants are: [CH3:1][C:2]([CH3:16])([CH3:15])[CH2:3][C:4]1[CH:5]=[N:6][N:7]2[C:12](=[O:13])[NH:11][C:10](=[S:14])[NH:9][C:8]=12.[OH-].[Na+].[CH3:19]I. (3) The reactants are: [CH:1]([C:3]1[CH:8]=[CH:7][C:6]([CH2:9][CH2:10][C:11]([O:13][CH2:14][CH3:15])=[O:12])=[CH:5][CH:4]=1)=O.[CH3:16][CH:17]1[O:22][CH:21]([CH3:23])[CH2:20][NH:19][CH2:18]1.C(O[BH-](OC(=O)C)OC(=O)C)(=O)C.[Na+]. Given the product [CH3:23][CH:21]1[O:22][CH:17]([CH3:16])[CH2:18][N:19]([CH2:1][C:3]2[CH:8]=[CH:7][C:6]([CH2:9][CH2:10][C:11]([O:13][CH2:14][CH3:15])=[O:12])=[CH:5][CH:4]=2)[CH2:20]1, predict the reactants needed to synthesize it. (4) The reactants are: [C:1]1([CH:7]([C:22]2[CH:27]=[CH:26][CH:25]=[CH:24][CH:23]=2)[CH:8]2[C:17]3[C:12](=[C:13]([O:20][CH3:21])[CH:14]=[CH:15][C:16]=3[O:18][CH3:19])[CH2:11][CH2:10][NH:9]2)[CH:6]=[CH:5][CH:4]=[CH:3][CH:2]=1.Br[CH2:29][C:30](Br)=[O:31].[CH3:33][O:34][C:35]1[CH:42]=[CH:41][CH:40]=[CH:39][C:36]=1[CH2:37][NH2:38]. Given the product [C:22]1([CH:7]([C:1]2[CH:2]=[CH:3][CH:4]=[CH:5][CH:6]=2)[CH:8]2[C:17]3[C:12](=[C:13]([O:20][CH3:21])[CH:14]=[CH:15][C:16]=3[O:18][CH3:19])[CH2:11][CH2:10][N:9]2[CH2:29][C:30]([NH:38][CH2:37][C:36]2[CH:39]=[CH:40][CH:41]=[CH:42][C:35]=2[O:34][CH3:33])=[O:31])[CH:27]=[CH:26][CH:25]=[CH:24][CH:23]=1, predict the reactants needed to synthesize it. (5) Given the product [CH3:1][C:2]1[N:7]=[C:6]2[S:8][C:9]3[CH2:13][CH2:12][CH2:11][C:10]=3[C:5]2=[C:4]([C:14]2[CH:19]=[CH:18][C:17]([Cl:20])=[CH:16][CH:15]=2)[C:3]=1[CH:21]([CH2:37][CH2:36][CH3:40])[C:22]([O:24][CH3:25])=[O:23], predict the reactants needed to synthesize it. The reactants are: [CH3:1][C:2]1[N:7]=[C:6]2[S:8][C:9]3[CH2:13][CH2:12][CH2:11][C:10]=3[C:5]2=[C:4]([C:14]2[CH:19]=[CH:18][C:17]([Cl:20])=[CH:16][CH:15]=2)[C:3]=1[CH2:21][C:22]([O:24][CH3:25])=[O:23].[Li+].C[Si]([N-][Si](C)(C)C)(C)C.[CH2:36]1[CH2:40]OC[CH2:37]1.ICCC. (6) Given the product [NH:3]1[CH2:2][CH2:7][CH:6]([O:11][C:12]2[C:16]3[CH:17]=[CH:18][CH:19]=[CH:20][C:15]=3[S:14][C:13]=2[C:21]([NH2:23])=[O:22])[CH2:5][CH2:4]1, predict the reactants needed to synthesize it. The reactants are: Cl[CH:2]1[CH2:7][CH2:6][CH2:5][CH2:4][N:3]1C(O)=O.[OH:11][C:12]1[C:16]2[CH:17]=[CH:18][CH:19]=[CH:20][C:15]=2[S:14][C:13]=1[C:21]([NH2:23])=[O:22]. (7) The reactants are: [F:1][C:2]1[CH:3]=[C:4]([C:14](=[CH2:25])[C:15]([O:17]CC2C=CC=CC=2)=[O:16])[CH:5]=[CH:6][C:7]=1[CH2:8][O:9][CH2:10][CH2:11][O:12][CH3:13]. Given the product [F:1][C:2]1[CH:3]=[C:4]([CH:14]([CH3:25])[C:15]([OH:17])=[O:16])[CH:5]=[CH:6][C:7]=1[CH2:8][O:9][CH2:10][CH2:11][O:12][CH3:13], predict the reactants needed to synthesize it. (8) Given the product [C:1]([C:5]1[C:10]([O:11][CH3:12])=[C:9]([NH2:13])[CH:8]=[C:7]([C:16]2[C:17]([O:22][CH3:23])=[N:18][CH:19]=[CH:20][CH:21]=2)[CH:6]=1)([CH3:4])([CH3:2])[CH3:3], predict the reactants needed to synthesize it. The reactants are: [C:1]([C:5]1[CH:6]=[C:7]([C:16]2[C:17]([O:22][CH3:23])=[N:18][CH:19]=[CH:20][CH:21]=2)[CH:8]=[C:9]([N+:13]([O-])=O)[C:10]=1[O:11][CH3:12])([CH3:4])([CH3:3])[CH3:2]. (9) Given the product [F:1][C:2]1[CH:3]=[CH:4][C:5]([N:8]([CH3:25])[C:9]2[C:10]3[N:11]([C:15]([NH2:18])=[N:16][N:17]=3)[CH:12]=[CH:13][N:14]=2)=[CH:6][CH:7]=1, predict the reactants needed to synthesize it. The reactants are: [F:1][C:2]1[CH:7]=[CH:6][C:5]([N:8]([CH3:25])[C:9]2[C:10]3[N:11]([C:15]([NH:18]C(=O)OC(C)C)=[N:16][N:17]=3)[CH:12]=[CH:13][N:14]=2)=[CH:4][CH:3]=1.[OH-].[K+].Cl.